From a dataset of NCI-60 drug combinations with 297,098 pairs across 59 cell lines. Regression. Given two drug SMILES strings and cell line genomic features, predict the synergy score measuring deviation from expected non-interaction effect. (1) Drug 2: COC1=CC(=CC(=C1O)OC)C2C3C(COC3=O)C(C4=CC5=C(C=C24)OCO5)OC6C(C(C7C(O6)COC(O7)C8=CC=CS8)O)O. Drug 1: C1CC(=O)NC(=O)C1N2CC3=C(C2=O)C=CC=C3N. Synergy scores: CSS=9.01, Synergy_ZIP=-2.24, Synergy_Bliss=1.04, Synergy_Loewe=-0.463, Synergy_HSA=1.54. Cell line: OVCAR-4. (2) Drug 1: CC1=CC2C(CCC3(C2CCC3(C(=O)C)OC(=O)C)C)C4(C1=CC(=O)CC4)C. Drug 2: COCCOC1=C(C=C2C(=C1)C(=NC=N2)NC3=CC=CC(=C3)C#C)OCCOC.Cl. Cell line: K-562. Synergy scores: CSS=6.13, Synergy_ZIP=3.45, Synergy_Bliss=4.98, Synergy_Loewe=0.484, Synergy_HSA=0.982. (3) Drug 1: C1=NNC2=C1C(=O)NC=N2. Drug 2: C1C(C(OC1N2C=NC(=NC2=O)N)CO)O. Cell line: SK-MEL-28. Synergy scores: CSS=-5.25, Synergy_ZIP=1.81, Synergy_Bliss=-2.95, Synergy_Loewe=-4.71, Synergy_HSA=-5.67. (4) Drug 1: C1CNP(=O)(OC1)N(CCCl)CCCl. Drug 2: CC1=C(C(=CC=C1)Cl)NC(=O)C2=CN=C(S2)NC3=CC(=NC(=N3)C)N4CCN(CC4)CCO. Cell line: OVCAR3. Synergy scores: CSS=36.9, Synergy_ZIP=4.03, Synergy_Bliss=3.49, Synergy_Loewe=-3.94, Synergy_HSA=0.274. (5) Drug 1: CC(C)(C#N)C1=CC(=CC(=C1)CN2C=NC=N2)C(C)(C)C#N. Drug 2: B(C(CC(C)C)NC(=O)C(CC1=CC=CC=C1)NC(=O)C2=NC=CN=C2)(O)O. Cell line: MCF7. Synergy scores: CSS=26.6, Synergy_ZIP=-8.42, Synergy_Bliss=-2.24, Synergy_Loewe=-6.96, Synergy_HSA=-2.51.